Task: Predict which catalyst facilitates the given reaction.. Dataset: Catalyst prediction with 721,799 reactions and 888 catalyst types from USPTO (1) Reactant: [C:1]([C:3]1[CH:8]=[CH:7][C:6]([C:9]2[C:10]([CH3:24])=[N:11][N:12]([CH2:15][C:16]3[S:17][CH:18]=[C:19]([C:21]([NH2:23])=O)[N:20]=3)[C:13]=2[CH3:14])=[CH:5][CH:4]=1)#[N:2].N1C=CC=CC=1.C(Cl)(=O)C(Cl)=O.O. Product: [C:1]([C:3]1[CH:8]=[CH:7][C:6]([C:9]2[C:10]([CH3:24])=[N:11][N:12]([CH2:15][C:16]3[S:17][CH:18]=[C:19]([C:21]#[N:23])[N:20]=3)[C:13]=2[CH3:14])=[CH:5][CH:4]=1)#[N:2]. The catalyst class is: 3. (2) Reactant: [NH2:1][C:2]1[N:10]=[C:9]2[C:5]([N:6]=[CH:7][N:8]2[CH2:11][C:12]2[CH:17]=[CH:16][CH:15]=[CH:14][CH:13]=2)=[C:4](I)[N:3]=1.[CH3:19][C:20]([OH:24])([C:22]#[CH:23])[CH3:21].C(N(C(C)C)C(C)C)C.[Cl-].[NH4+]. Product: [NH2:1][C:2]1[N:10]=[C:9]2[C:5]([N:6]=[CH:7][N:8]2[CH2:11][C:12]2[CH:17]=[CH:16][CH:15]=[CH:14][CH:13]=2)=[C:4]([C:23]#[C:22][C:20]([CH3:21])([OH:24])[CH3:19])[N:3]=1. The catalyst class is: 233. (3) Reactant: C(=O)([O-])[O-].[K+].[K+].[CH2:7](Cl)[C:8]1[CH:13]=[CH:12][CH:11]=[CH:10][CH:9]=1.[OH:15][C:16]1[CH:17]=[C:18]([CH:21]=[CH:22][C:23]=1[O:24][CH2:25][CH2:26][O:27][CH3:28])[CH:19]=[O:20].Cl. Product: [CH2:7]([O:15][C:16]1[CH:17]=[C:18]([CH:21]=[CH:22][C:23]=1[O:24][CH2:25][CH2:26][O:27][CH3:28])[CH:19]=[O:20])[C:8]1[CH:13]=[CH:12][CH:11]=[CH:10][CH:9]=1. The catalyst class is: 815.